The task is: Predict which catalyst facilitates the given reaction.. This data is from Catalyst prediction with 721,799 reactions and 888 catalyst types from USPTO. (1) Reactant: [Cl:1][C:2]1[CH:3]=[C:4]([CH:7]=[CH:8][CH:9]=1)[CH:5]=O.[Cl:10][C:11]1[CH:16]=[CH:15][C:14]([CH2:17][C:18]#[N:19])=[CH:13][N:12]=1.[OH-].[Na+]. Product: [Cl:1][C:2]1[CH:3]=[C:4](/[CH:5]=[C:17](/[C:14]2[CH:13]=[N:12][C:11]([Cl:10])=[CH:16][CH:15]=2)\[C:18]#[N:19])[CH:7]=[CH:8][CH:9]=1. The catalyst class is: 41. (2) Reactant: [F:1][C:2]([CH3:28])([CH3:27])[CH2:3][N:4]1[CH2:9][CH2:8][CH:7]([CH2:10][O:11][C:12]2[CH:17]=[CH:16][C:15]([C:18]3[CH:19]=[CH:20][C:21]([C:24]([OH:26])=O)=[N:22][CH:23]=3)=[CH:14][CH:13]=2)[CH2:6][CH2:5]1.[NH:29]1[CH2:34][CH2:33][CH2:32][C@@H:31]([OH:35])[CH2:30]1.CCN(C(C)C)C(C)C.CCN=C=NCCCN(C)C.C1C=CC2N(O)N=NC=2C=1. Product: [F:1][C:2]([CH3:27])([CH3:28])[CH2:3][N:4]1[CH2:9][CH2:8][CH:7]([CH2:10][O:11][C:12]2[CH:13]=[CH:14][C:15]([C:18]3[CH:19]=[CH:20][C:21]([C:24]([N:29]4[CH2:34][CH2:33][CH2:32][C@@H:31]([OH:35])[CH2:30]4)=[O:26])=[N:22][CH:23]=3)=[CH:16][CH:17]=2)[CH2:6][CH2:5]1. The catalyst class is: 18.